From a dataset of Reaction yield outcomes from USPTO patents with 853,638 reactions. Predict the reaction yield, written as a fraction of the theoretical maximum amount of product (1.0 means a 100% yield; for example, 0.34 means a 34% yield). (1) The reactants are [NH2:1][CH:2]([CH2:4][CH2:5][CH2:6][CH:7]([CH3:9])[CH3:8])[CH3:3].C(=O)([O-])[O-].[K+].[K+].Cl[C:17]1[N:25]=[CH:24][C:23]([F:26])=[CH:22][C:18]=1[C:19]([OH:21])=[O:20]. The catalyst is CN(C)C=O.[Cu].[Cu]Br. The product is [CH3:3][CH:2]([NH:1][C:17]1[N:25]=[CH:24][C:23]([F:26])=[CH:22][C:18]=1[C:19]([OH:21])=[O:20])[CH2:4][CH2:5][CH2:6][CH:7]([CH3:9])[CH3:8]. The yield is 0.810. (2) The reactants are Cl[C:2]1[N:20]=[C:19]([Cl:21])[CH:18]=[CH:17][C:3]=1[C:4]([N:6]([CH2:8][CH:9]([OH:16])[C:10]1[CH:15]=[CH:14][CH:13]=[CH:12][CH:11]=1)[CH3:7])=[O:5].[H-].[Na+]. The catalyst is C1COCC1.C(OCC)(=O)C. The product is [Cl:21][C:19]1[CH:18]=[CH:17][C:3]2[C:4](=[O:5])[N:6]([CH3:7])[CH2:8][CH:9]([C:10]3[CH:15]=[CH:14][CH:13]=[CH:12][CH:11]=3)[O:16][C:2]=2[N:20]=1. The yield is 0.540. (3) The reactants are C[N+](C1C=CC=C(O)C=1)(C)C.[I-].[CH3:13][C:14]1([CH3:23])[CH2:19][CH:18]([OH:20])[CH2:17][C:16]([CH3:22])([CH3:21])[NH:15]1.[C:24](OC)(=[O:31])[CH2:25][CH2:26][CH2:27][CH2:28][CH2:29][CH3:30].C(=O)([O-])[O-].[K+].[K+].N#N.[ClH:42]. The catalyst is CN(C)C=O.CO. The product is [CH3:30][CH2:29][CH2:28][CH2:27][CH2:26][CH2:25][C:24]([O:20][CH:18]1[CH2:17][C:16]([CH3:22])([CH3:21])[NH:15][C:14]([CH3:23])([CH3:13])[CH2:19]1)=[O:31].[ClH:42]. The yield is 0.410. (4) The reactants are Br[C:2]1[CH:3]=[C:4]([S:9]([NH:12][C:13]2[CH:22]=[CH:21][C:16]([C:17]([O:19][CH3:20])=[O:18])=[C:15]([OH:23])[CH:14]=2)(=[O:11])=[O:10])[CH:5]=[N:6][C:7]=1[Cl:8].[O:24]1[C:28]2[CH:29]=[CH:30][C:31](B(O)O)=[CH:32][C:27]=2[CH2:26][CH2:25]1. No catalyst specified. The product is [Cl:8][C:7]1[N:6]=[CH:5][C:4]([S:9]([NH:12][C:13]2[CH:22]=[CH:21][C:16]([C:17]([O:19][CH3:20])=[O:18])=[C:15]([OH:23])[CH:14]=2)(=[O:11])=[O:10])=[CH:3][C:2]=1[C:31]1[CH:30]=[CH:29][C:28]2[O:24][CH2:25][CH2:26][C:27]=2[CH:32]=1. The yield is 0.390. (5) The reactants are [Br:1][C:2]1[CH:10]=[C:9]2[C:5]([C:6]3[CH2:17][N:16]4[CH:12]([CH2:13][CH2:14][CH2:15]4)[CH2:11][C:7]=3[NH:8]2)=[CH:4][CH:3]=1.[H-].[Na+].[S:20](Cl)([C:23]1[CH:29]=[CH:28][C:26]([CH3:27])=[CH:25][CH:24]=1)(=[O:22])=[O:21]. The catalyst is C1COCC1. The product is [Br:1][C:2]1[CH:10]=[C:9]2[C:5]([C:6]3[CH2:17][N:16]4[CH:12]([CH2:13][CH2:14][CH2:15]4)[CH2:11][C:7]=3[N:8]2[S:20]([C:23]2[CH:29]=[CH:28][C:26]([CH3:27])=[CH:25][CH:24]=2)(=[O:22])=[O:21])=[CH:4][CH:3]=1. The yield is 0.480. (6) The yield is 0.640. The reactants are [F:1][C:2]1[CH:7]=[C:6]([N+:8]([O-:10])=[O:9])[CH:5]=[CH:4][C:3]=1[CH:11]([C:16](OC)=O)[C:12]([O:14][CH3:15])=[O:13].[C:20](#[N:23])[CH:21]=C.CO[Na]. The product is [C:20]([CH2:21][CH2:16][CH:11]([C:3]1[CH:4]=[CH:5][C:6]([N+:8]([O-:10])=[O:9])=[CH:7][C:2]=1[F:1])[C:12]([O:14][CH3:15])=[O:13])#[N:23]. The catalyst is CO. (7) The reactants are [Br:1][C:2]1[C:3]([Cl:10])=[N:4][C:5]([NH2:9])=[N:6][C:7]=1[CH3:8].[CH3:11][C:12](=O)[CH2:13][CH2:14][C:15](=O)[CH3:16].C1(C)C=CC(S(O)(=O)=O)=CC=1. The catalyst is C1(C)C=CC=CC=1. The product is [Br:1][C:2]1[C:3]([Cl:10])=[N:4][C:5]([N:9]2[C:15]([CH3:16])=[CH:14][CH:13]=[C:12]2[CH3:11])=[N:6][C:7]=1[CH3:8]. The yield is 0.150.